Task: Predict the reaction yield, written as a fraction of the theoretical maximum amount of product (1.0 means a 100% yield; for example, 0.34 means a 34% yield).. Dataset: Reaction yield outcomes from USPTO patents with 853,638 reactions (1) The reactants are [Br:1][C:2]1[CH:7]=[CH:6][C:5]([C:8]2[CH:16]=[CH:15][CH:14]=[C:13]3[C:9]=2[CH2:10][C:11](=[O:17])[NH:12]3)=[CH:4][CH:3]=1.[N:18]1([CH2:23][CH2:24][NH:25][C:26]([C:28]2[CH:32]=[C:31]([CH3:33])[NH:30][C:29]=2[CH:34]=O)=[O:27])[CH:22]=[CH:21][N:20]=[N:19]1. The catalyst is C(O)C.N1CCCCC1. The product is [N:18]1([CH2:23][CH2:24][NH:25][C:26]([C:28]2[CH:32]=[C:31]([CH3:33])[NH:30][C:29]=2[CH:34]=[C:10]2[C:9]3[C:13](=[CH:14][CH:15]=[CH:16][C:8]=3[C:5]3[CH:4]=[CH:3][C:2]([Br:1])=[CH:7][CH:6]=3)[NH:12][C:11]2=[O:17])=[O:27])[CH:22]=[CH:21][N:20]=[N:19]1. The yield is 0.680. (2) The reactants are [C:1]([NH:24][CH2:25][C:26]([O:28]C)=[O:27])(=[O:23])[CH2:2][CH2:3]/[CH:4]=[CH:5]\[CH2:6]/[CH:7]=[CH:8]\[CH2:9]/[CH:10]=[CH:11]\[CH2:12]/[CH:13]=[CH:14]\[CH2:15]/[CH:16]=[CH:17]\[CH2:18]/[CH:19]=[CH:20]\[CH2:21][CH3:22].[OH-].[Na+].Cl. The catalyst is C1COCC1. The product is [C:1]([NH:24][CH2:25][C:26]([OH:28])=[O:27])(=[O:23])[CH2:2][CH2:3]/[CH:4]=[CH:5]\[CH2:6]/[CH:7]=[CH:8]\[CH2:9]/[CH:10]=[CH:11]\[CH2:12]/[CH:13]=[CH:14]\[CH2:15]/[CH:16]=[CH:17]\[CH2:18]/[CH:19]=[CH:20]\[CH2:21][CH3:22]. The yield is 0.880. (3) The reactants are Cl.[NH:2]1[CH2:5][CH:4]([C:6]2[C:15]([C:16]3[CH:17]=[C:18]([CH3:22])[CH:19]=[CH:20][CH:21]=3)=[N:14][C:13]3[C:8](=[CH:9][CH:10]=[CH:11][CH:12]=3)[N:7]=2)[CH2:3]1.Cl[C:24]1[CH:33]=[CH:32][C:31]2[C:26](=[CH:27][CH:28]=[CH:29][CH:30]=2)[N:25]=1.C([O-])([O-])=O.[Cs+].[Cs+]. The catalyst is CN(C=O)C.O. The product is [N:25]1[C:26]2[C:31](=[CH:30][CH:29]=[CH:28][CH:27]=2)[CH:32]=[CH:33][C:24]=1[N:2]1[CH2:5][CH:4]([C:6]2[C:15]([C:16]3[CH:17]=[C:18]([CH3:22])[CH:19]=[CH:20][CH:21]=3)=[N:14][C:13]3[C:8](=[CH:9][CH:10]=[CH:11][CH:12]=3)[N:7]=2)[CH2:3]1. The yield is 0.637. (4) The reactants are [CH3:1][O:2][C:3]1[CH:12]=[C:11]2[C:6]([C:7]([O:13][CH2:14][C:15]3[N:19]4[CH:20]=[C:21]([C:24]5[CH2:29][CH2:28][N:27](C(OC(C)(C)C)=O)[CH2:26][CH:25]=5)[CH:22]=[CH:23][C:18]4=[N:17][N:16]=3)=[CH:8][CH:9]=[N:10]2)=[CH:5][CH:4]=1.Cl.C(N(CC)CC)C. The catalyst is CO. The product is [CH3:1][O:2][C:3]1[CH:12]=[C:11]2[C:6]([C:7]([O:13][CH2:14][C:15]3[N:19]4[CH:20]=[C:21]([C:24]5[CH2:29][CH2:28][NH:27][CH2:26][CH:25]=5)[CH:22]=[CH:23][C:18]4=[N:17][N:16]=3)=[CH:8][CH:9]=[N:10]2)=[CH:5][CH:4]=1. The yield is 0.420. (5) The reactants are [F:1][C:2]1[CH:3]=[C:4]2[C:8](=[CH:9][CH:10]=1)[NH:7][CH:6]=[C:5]2[CH:11]([C:13]1[CH:14]=[N:15][CH:16]=[CH:17][CH:18]=1)O.C([SiH](CC)CC)C.FC(F)(F)C(O)=O. The catalyst is C(Cl)Cl. The product is [F:1][C:2]1[CH:3]=[C:4]2[C:8](=[CH:9][CH:10]=1)[NH:7][CH:6]=[C:5]2[CH2:11][C:13]1[CH:14]=[N:15][CH:16]=[CH:17][CH:18]=1. The yield is 0.680. (6) The catalyst is C(COC)OC.O. The reactants are [Br:1][C:2]1[CH:3]=[C:4]([NH:10][C:11]([N:13]2[C:21]3[C:16](=[CH:17][C:18]([O:26][CH3:27])=[C:19]([C:22]([F:25])([F:24])[F:23])[CH:20]=3)[CH2:15][CH2:14]2)=[O:12])[CH:5]=[C:6](Br)[C:7]=1[CH3:8].[N:28]1[CH:33]=[CH:32][CH:31]=[C:30](B(O)O)[CH:29]=1.C(=O)([O-])[O-].[Na+].[Na+]. The yield is 0.280. The product is [Br:1][C:2]1[CH:3]=[C:4]([NH:10][C:11]([N:13]2[C:21]3[C:16](=[CH:17][C:18]([O:26][CH3:27])=[C:19]([C:22]([F:24])([F:25])[F:23])[CH:20]=3)[CH2:15][CH2:14]2)=[O:12])[CH:5]=[C:6]([C:30]2[CH:29]=[N:28][CH:33]=[CH:32][CH:31]=2)[C:7]=1[CH3:8]. (7) The reactants are O[C:2]1[CH:26]=[CH:25][C:5]([CH2:6][CH:7]2[C:16]3[C:11](=[CH:12][C:13]([O:17][CH3:18])=[CH:14][CH:15]=3)[CH2:10][CH2:9][N:8]2[C:19]2[CH:24]=[CH:23][CH:22]=[CH:21][CH:20]=2)=[CH:4][CH:3]=1.Cl.ClCC[N:31]1[CH2:36][CH2:35][CH2:34][CH2:33][CH2:32]1.[C:37](=[O:40])([O-])[O-].[K+].[K+].[Cl-].[NH4+].[CH3:45]N(C)C=O. The catalyst is O. The product is [CH3:18][O:17][C:13]1[CH:12]=[C:11]2[C:16](=[CH:15][CH:14]=1)[CH:7]([CH2:6][C:5]1[CH:25]=[CH:26][C:2]([O:40][CH2:37][CH2:45][CH:36]3[CH2:35][CH2:34][CH2:33][CH2:32][NH:31]3)=[CH:3][CH:4]=1)[N:8]([C:19]1[CH:24]=[CH:23][CH:22]=[CH:21][CH:20]=1)[CH2:9][CH2:10]2. The yield is 0.470. (8) The reactants are [CH3:1][O:2][C:3]1[N:8]=[CH:7][C:6]([C:9]2[C:13]([CH3:14])=[C:12]([NH2:15])[N:11]([C:16]3[CH:21]=[CH:20][CH:19]=[CH:18][CH:17]=3)[N:10]=2)=[CH:5][N:4]=1.C1(C2C=CC([CH2:31][O:32]C)=CC=2CN)CC1.[F:36][CH:37]([F:50])[O:38][C:39]1[CH:44]=[CH:43][C:42]([CH2:45][O:46][CH3:47])=[CH:41][C:40]=1[CH2:48][NH2:49]. No catalyst specified. The product is [F:36][CH:37]([F:50])[O:38][C:39]1[CH:44]=[CH:43][C:42]([CH2:45][O:46][CH3:47])=[CH:41][C:40]=1[CH2:48][NH:49][C:31]([NH:15][C:12]1[N:11]([C:16]2[CH:21]=[CH:20][CH:19]=[CH:18][CH:17]=2)[N:10]=[C:9]([C:6]2[CH:5]=[N:4][C:3]([O:2][CH3:1])=[N:8][CH:7]=2)[C:13]=1[CH3:14])=[O:32]. The yield is 0.150.